Dataset: Full USPTO retrosynthesis dataset with 1.9M reactions from patents (1976-2016). Task: Predict the reactants needed to synthesize the given product. (1) Given the product [C:25]([O:27][CH2:11][CH3:12])(=[O:26])[CH3:24].[CH3:47][N:44]1[CH2:45][CH2:46][N:41]([C:37]2[C:35]3[CH2:36][C@H:31]([NH:30][C:25](=[O:27])[C:24]4[CH:23]=[CH:22][C:21]([N:13]5[CH2:19][CH2:18][C:17](=[O:20])[NH:16][CH2:15][CH2:14]5)=[CH:29][CH:28]=4)[CH2:32][O:33][C:34]=3[CH:40]=[CH:39][CH:38]=2)[CH2:42][CH2:43]1, predict the reactants needed to synthesize it. The reactants are: C(N1[CH:12]=[CH:11]N=C1)(N1C=CN=C1)=O.[N:13]1([C:21]2[CH:29]=[CH:28][C:24]([C:25]([OH:27])=[O:26])=[CH:23][CH:22]=2)[CH2:19][CH2:18][C:17](=[O:20])[NH:16][CH2:15][CH2:14]1.[NH2:30][C@H:31]1[CH2:36][C:35]2[C:37]([N:41]3[CH2:46][CH2:45][N:44]([CH3:47])[CH2:43][CH2:42]3)=[CH:38][CH:39]=[CH:40][C:34]=2[O:33][CH2:32]1.C(Cl)(Cl)Cl. (2) Given the product [Cl:1][C:2]1[CH:7]=[C:6]([C:8](=[O:10])[CH2:9][C:11](=[O:16])[C:12]([O:14][CH3:15])=[O:13])[CH:5]=[CH:4][N:3]=1, predict the reactants needed to synthesize it. The reactants are: [Cl:1][C:2]1[CH:7]=[C:6]([C:8](=[O:10])[CH3:9])[CH:5]=[CH:4][N:3]=1.[C:11](OC)(=[O:16])[C:12]([O:14][CH3:15])=[O:13].C[O-].[Na+].Cl. (3) The reactants are: Cl.[F:2][C:3]1[C:11]([F:12])=[CH:10][CH:9]=[CH:8][C:4]=1[C:5]([NH2:7])=[NH:6].[CH2:16]1[O:15][C:17](O)([CH2:19]O)[CH2:16][O:15][C:17]1(O)[CH2:19]O.[Cl-].[NH4+]. Given the product [F:2][C:3]1[C:11]([F:12])=[CH:10][CH:9]=[CH:8][C:4]=1[C:5]1[NH:7][CH:19]=[C:17]([CH2:16][OH:15])[N:6]=1, predict the reactants needed to synthesize it. (4) Given the product [Cl:1][C:2]1[C:7]([N+:8]([O-:10])=[O:9])=[CH:6][CH:5]=[C:4]([Cl:11])[C:3]=1[C:12]1[C:13](=[O:22])[N:14]([CH3:24])[C:15]2[C:20]([CH:21]=1)=[CH:19][CH:18]=[CH:17][CH:16]=2, predict the reactants needed to synthesize it. The reactants are: [Cl:1][C:2]1[C:7]([N+:8]([O-:10])=[O:9])=[CH:6][CH:5]=[C:4]([Cl:11])[C:3]=1[C:12]1[C:13](=[O:22])[NH:14][C:15]2[C:20]([CH:21]=1)=[CH:19][CH:18]=[CH:17][CH:16]=2.I[CH3:24]. (5) Given the product [Cl:1][C:2]1[CH:3]=[CH:4][C:5]2[N:11]3[CH2:12][C@H:8]([CH2:9][CH2:10]3)[N:7]([C:22]([NH:21][C:18]3[CH:17]=[CH:16][C:15]([F:14])=[CH:20][N:19]=3)=[O:23])[C:6]=2[N:13]=1, predict the reactants needed to synthesize it. The reactants are: [Cl:1][C:2]1[CH:3]=[CH:4][C:5]2[N:11]3[CH2:12][C@H:8]([CH2:9][CH2:10]3)[NH:7][C:6]=2[N:13]=1.[F:14][C:15]1[CH:16]=[CH:17][C:18]([NH:21][C:22](=O)[O:23]C2C=CC(Cl)=CC=2)=[N:19][CH:20]=1.